From a dataset of Full USPTO retrosynthesis dataset with 1.9M reactions from patents (1976-2016). Predict the reactants needed to synthesize the given product. Given the product [NH2:20][C:17]1[CH:16]=[CH:15][C:14]([NH:13][C:10]2[C:9]([C:23]([NH2:25])=[O:24])=[C:8]([NH:7][CH2:6][C:5]3[CH:26]=[CH:27][C:2]([OH:1])=[CH:3][CH:4]=3)[NH:12][N:11]=2)=[CH:19][CH:18]=1, predict the reactants needed to synthesize it. The reactants are: [OH:1][C:2]1[CH:27]=[CH:26][C:5]([CH2:6][NH:7][C:8]2[NH:12][N:11]=[C:10]([NH:13][C:14]3[CH:19]=[CH:18][C:17]([N+:20]([O-])=O)=[CH:16][CH:15]=3)[C:9]=2[C:23]([NH2:25])=[O:24])=[CH:4][CH:3]=1.